Dataset: Peptide-MHC class I binding affinity with 185,985 pairs from IEDB/IMGT. Task: Regression. Given a peptide amino acid sequence and an MHC pseudo amino acid sequence, predict their binding affinity value. This is MHC class I binding data. (1) The peptide sequence is HPRVSSEVHI. The MHC is HLA-A30:01 with pseudo-sequence HLA-A30:01. The binding affinity (normalized) is 0. (2) The peptide sequence is YFDPANGKF. The MHC is HLA-B58:01 with pseudo-sequence HLA-B58:01. The binding affinity (normalized) is 0.0847. (3) The peptide sequence is QASQEVKNW. The MHC is HLA-B08:01 with pseudo-sequence HLA-B08:01. The binding affinity (normalized) is 0. (4) The peptide sequence is CQLQNPGVA. The MHC is H-2-Kb with pseudo-sequence H-2-Kb. The binding affinity (normalized) is 0.0396. (5) The peptide sequence is TRAPAPFPL. The MHC is HLA-A30:02 with pseudo-sequence HLA-A30:02. The binding affinity (normalized) is 0.213. (6) The peptide sequence is DTNYSGFM. The MHC is Mamu-B01 with pseudo-sequence Mamu-B01. The binding affinity (normalized) is 0. (7) The peptide sequence is LQSLENVAY. The MHC is HLA-A03:01 with pseudo-sequence HLA-A03:01. The binding affinity (normalized) is 0.0847. (8) The peptide sequence is AVRNAKAAV. The MHC is HLA-B08:02 with pseudo-sequence HLA-B08:02. The binding affinity (normalized) is 0.0847. (9) The peptide sequence is TLFIGSHVV. The MHC is HLA-B57:01 with pseudo-sequence HLA-B57:01. The binding affinity (normalized) is 0.